This data is from Catalyst prediction with 721,799 reactions and 888 catalyst types from USPTO. The task is: Predict which catalyst facilitates the given reaction. (1) Product: [NH2:1][C:4]1[CH:5]=[C:6]2[C:10](=[CH:11][CH:12]=1)[NH:9][C:8]([C:13]([O:15][CH2:16][CH3:17])=[O:14])=[CH:7]2. Reactant: [N+:1]([C:4]1[CH:5]=[C:6]2[C:10](=[CH:11][CH:12]=1)[NH:9][C:8]([C:13]([O:15][CH2:16][CH3:17])=[O:14])=[CH:7]2)([O-])=O. The catalyst class is: 129. (2) Reactant: B(Br)(Br)Br.C[O:6][C:7]1[C:15]([CH3:16])=[CH:14][C:10]([C:11]([OH:13])=[O:12])=[C:9]([CH3:17])[CH:8]=1. Product: [OH:6][C:7]1[C:15]([CH3:16])=[CH:14][C:10]([C:11]([OH:13])=[O:12])=[C:9]([CH3:17])[CH:8]=1. The catalyst class is: 2.